Dataset: Full USPTO retrosynthesis dataset with 1.9M reactions from patents (1976-2016). Task: Predict the reactants needed to synthesize the given product. (1) Given the product [Br:1][C:2]1[CH:3]=[C:4]2[N:10]=[C:9]([CH2:11][NH:12][S:20]([CH3:19])(=[O:22])=[O:21])[S:8][C:5]2=[N:6][CH:7]=1, predict the reactants needed to synthesize it. The reactants are: [Br:1][C:2]1[CH:3]=[C:4]2[N:10]=[C:9]([CH2:11][NH2:12])[S:8][C:5]2=[N:6][CH:7]=1.N1C=CC=CC=1.[CH3:19][S:20](Cl)(=[O:22])=[O:21]. (2) Given the product [CH3:1][O:2][C:3]([C:5]1[CH2:6][N:7]([C:23]([O:25][C:26]([CH3:29])([CH3:28])[CH3:27])=[O:24])[CH2:8][C:9]([CH3:11])([CH3:10])[C:12]=1[C:13]1[CH:18]=[CH:17][C:16]([CH2:19][CH2:20][CH2:21][OH:22])=[CH:15][CH:14]=1)=[O:4], predict the reactants needed to synthesize it. The reactants are: [CH3:1][O:2][C:3]([C:5]1[CH2:6][N:7]([C:23]([O:25][C:26]([CH3:29])([CH3:28])[CH3:27])=[O:24])[CH2:8][C:9]2([C:12]=1[C:13]1[CH:18]=[CH:17][C:16]([CH2:19][CH2:20][CH2:21][OH:22])=[CH:15][CH:14]=1)[CH2:11][CH2:10]2)=[O:4].COC(C1CN(C(OC(C)(C)C)=O)CC(C)(C)C=1C1C=CC(CCCO[Si](C(C)(C)C)(C)C)=CC=1)=O. (3) Given the product [CH3:20][N:18]1[CH:19]=[C:15]([N:14]2[C:5]3[C:4]4[CH:3]=[C:2]([C:30]5[CH:29]=[N:28][CH:27]=[C:26]([O:25][CH3:24])[CH:31]=5)[CH:11]=[CH:10][C:9]=4[N:8]=[CH:7][C:6]=3[N:12]([CH3:23])[C:13]2=[O:22])[C:16]([CH3:21])=[N:17]1, predict the reactants needed to synthesize it. The reactants are: Br[C:2]1[CH:11]=[CH:10][C:9]2[N:8]=[CH:7][C:6]3[N:12]([CH3:23])[C:13](=[O:22])[N:14]([C:15]4[C:16]([CH3:21])=[N:17][N:18]([CH3:20])[CH:19]=4)[C:5]=3[C:4]=2[CH:3]=1.[CH3:24][O:25][C:26]1[CH:27]=[N:28][CH:29]=[C:30](B2OC(C)(C)C(C)(C)O2)[CH:31]=1. (4) Given the product [C:23]1([CH:21]2[C:20]3[C:13](=[CH:12][CH:11]=[CH:8][CH:9]=3)[CH2:14][CH2:22]2)[CH:28]=[CH:27][CH:26]=[CH:25][CH:24]=1, predict the reactants needed to synthesize it. The reactants are: FC(F)(F)C(O)=O.[C:8]([C:11]1[CH:13]=[CH:12][CH:14]=[C:13]([C:8]([CH3:11])=[CH2:9])[CH:12]=1)([CH3:14])=[CH2:9].[CH3:20][C:21]([C:23]1[CH:28]=[CH:27][CH:26]=[CH:25][CH:24]=1)=[CH2:22].S(=O)(=O)(O)O.[OH-].[Na+]. (5) Given the product [Cl:1][C:2]1[CH:7]=[CH:6][C:5]2[NH:8][C:12]([CH2:11][OH:10])=[N:9][C:4]=2[CH:3]=1, predict the reactants needed to synthesize it. The reactants are: [Cl:1][C:2]1[CH:3]=[C:4]([NH2:9])[C:5]([NH2:8])=[CH:6][CH:7]=1.[OH:10][CH2:11][C:12](O)=O.Cl.N. (6) Given the product [F:26][C:24]1[CH:23]=[CH:22][C:21]([O:27][C:28]2[CH:29]=[CH:30][C:31]([O:34][CH2:35][CH2:36][O:37][CH3:38])=[CH:32][CH:33]=2)=[C:20]2[C:25]=1[C@H:17]([O:16][C:14]1[CH:13]=[CH:12][C:11]3[C@H:7]([CH2:6][C:5]([OH:39])=[O:4])[CH2:8][O:9][C:10]=3[CH:15]=1)[CH2:18][CH2:19]2, predict the reactants needed to synthesize it. The reactants are: [OH-].[Na+].C[O:4][C:5](=[O:39])[CH2:6][C@H:7]1[C:11]2[CH:12]=[CH:13][C:14]([O:16][C@H:17]3[C:25]4[C:20](=[C:21]([O:27][C:28]5[CH:33]=[CH:32][C:31]([O:34][CH2:35][CH2:36][O:37][CH3:38])=[CH:30][CH:29]=5)[CH:22]=[CH:23][C:24]=4[F:26])[CH2:19][CH2:18]3)=[CH:15][C:10]=2[O:9][CH2:8]1. (7) The reactants are: [C:1]([O:5][C:6]([NH:8][C@H:9]([C:18]([O:20][CH3:21])=[O:19])[CH2:10][C:11]1[CH:16]=[CH:15][C:14]([OH:17])=[CH:13][CH:12]=1)=[O:7])([CH3:4])([CH3:3])[CH3:2].C1(P(C2C=CC=CC=2)C2C=CC=CC=2)C=CC=CC=1.O[CH:42]1[CH2:47][CH2:46][N:45]([C:48]2[CH:53]=[CH:52][CH:51]=[CH:50][CH:49]=2)[CH2:44][CH2:43]1. Given the product [C:1]([O:5][C:6]([NH:8][C@H:9]([C:18]([O:20][CH3:21])=[O:19])[CH2:10][C:11]1[CH:12]=[CH:13][C:14]([O:17][CH:42]2[CH2:47][CH2:46][N:45]([C:48]3[CH:53]=[CH:52][CH:51]=[CH:50][CH:49]=3)[CH2:44][CH2:43]2)=[CH:15][CH:16]=1)=[O:7])([CH3:3])([CH3:4])[CH3:2], predict the reactants needed to synthesize it. (8) Given the product [C:1]1([C:7]2[CH:8]=[CH:9][CH:10]=[CH:11][CH:12]=2)[C:6]([C:16]([NH2:14])=[O:20])=[CH:5][CH:4]=[CH:3][CH:2]=1, predict the reactants needed to synthesize it. The reactants are: [C:1]1([C:7]2[CH:12]=[CH:11][CH:10]=[CH:9][CH:8]=2)[CH:6]=[CH:5][CH:4]=[CH:3][CH:2]=1.C[N:14]([C:16]([O:20]N1N=NC2C=CC=CC1=2)=[N+](C)C)C.F[P-](F)(F)(F)(F)F. (9) Given the product [Cl:1][C:2]1[CH:11]=[C:10]2[C:5]([C:6]([OH:28])=[C:7]([C:12]3[CH:17]=[CH:16][CH:15]=[CH:14][C:13]=3[Cl:18])[N:8]=[CH:9]2)=[CH:4][N:3]=1, predict the reactants needed to synthesize it. The reactants are: [Cl:1][C:2]1[CH:11]=[C:10]2[C:5]([C:6](B3OC(C)(C)C(C)(C)O3)=[C:7]([C:12]3[CH:17]=[CH:16][CH:15]=[CH:14][C:13]=3[Cl:18])[N:8]=[CH:9]2)=[CH:4][N:3]=1.[OH:28]OS([O-])=O.[K+].